This data is from Catalyst prediction with 721,799 reactions and 888 catalyst types from USPTO. The task is: Predict which catalyst facilitates the given reaction. (1) Reactant: [C:1]([O:9][C@@H:10]1[C@@H:17]([O:18][C:19](=[O:26])[C:20]2[CH:25]=[CH:24][CH:23]=[CH:22][CH:21]=2)[C@@H:16](O)[C@@H:15]([CH2:28][O:29][C:30](=[O:37])[C:31]2[CH:36]=[CH:35][CH:34]=[CH:33][CH:32]=2)[O:14][CH:11]1[O:12][CH3:13])(=[O:8])[C:2]1[CH:7]=[CH:6][CH:5]=[CH:4][CH:3]=1.COCCN(S(F)(F)[F:48])CCOC. Product: [C:1]([O:9][C@@H:10]1[C@@H:17]([O:18][C:19](=[O:26])[C:20]2[CH:25]=[CH:24][CH:23]=[CH:22][CH:21]=2)[C@H:16]([F:48])[C@@H:15]([CH2:28][O:29][C:30](=[O:37])[C:31]2[CH:36]=[CH:35][CH:34]=[CH:33][CH:32]=2)[O:14][CH:11]1[O:12][CH3:13])(=[O:8])[C:2]1[CH:7]=[CH:6][CH:5]=[CH:4][CH:3]=1. The catalyst class is: 4. (2) Reactant: [F:1][CH:2]([F:28])[CH2:3][N:4]1[CH2:21][CH:20]([C:22]2[NH:26][N:25]=[CH:24][C:23]=2[CH3:27])[O:19][C:6]2([CH2:11][CH2:10][N:9](C(OC(C)(C)C)=O)[CH2:8][CH2:7]2)[CH2:5]1.Cl.Cl.FC(F)CN1CC(C2NN=CC=2C)OC2(CCNCC2)C1. Product: [F:28][CH:2]([F:1])[CH2:3][N:4]1[CH2:21][CH:20]([C:22]2[NH:26][N:25]=[CH:24][C:23]=2[CH3:27])[O:19][C:6]2([CH2:7][CH2:8][NH:9][CH2:10][CH2:11]2)[CH2:5]1. The catalyst class is: 8.